This data is from Full USPTO retrosynthesis dataset with 1.9M reactions from patents (1976-2016). The task is: Predict the reactants needed to synthesize the given product. (1) Given the product [N:19]1([CH2:8][C:9]2[N:14]=[C:13]([C:15]([O:17][CH3:18])=[O:16])[CH:12]=[CH:11][CH:10]=2)[CH2:23][CH2:22][CH2:21][CH2:20]1, predict the reactants needed to synthesize it. The reactants are: C([O-])([O-])=O.[K+].[K+].Cl[CH2:8][C:9]1[N:14]=[C:13]([C:15]([O:17][CH3:18])=[O:16])[CH:12]=[CH:11][CH:10]=1.[NH:19]1[CH2:23][CH2:22][CH2:21][CH2:20]1.O. (2) Given the product [C:1]([O:5][C:6](=[O:26])[N:7]([CH2:16][C:17]1[CH:22]=[CH:21][C:20]([CH2:23][CH:24]=[O:25])=[CH:19][CH:18]=1)[CH2:8][CH2:9][C:10]1[CH:15]=[CH:14][CH:13]=[CH:12][CH:11]=1)([CH3:2])([CH3:4])[CH3:3], predict the reactants needed to synthesize it. The reactants are: [C:1]([O:5][C:6](=[O:26])[N:7]([CH2:16][C:17]1[CH:22]=[CH:21][C:20]([CH2:23][CH2:24][OH:25])=[CH:19][CH:18]=1)[CH2:8][CH2:9][C:10]1[CH:15]=[CH:14][CH:13]=[CH:12][CH:11]=1)([CH3:4])([CH3:3])[CH3:2].CC(OI1(OC(C)=O)(OC(C)=O)OC(=O)C2C=CC=CC1=2)=O.S([O-])([O-])(=O)=S.[Na+].[Na+].C(=O)(O)[O-].[Na+]. (3) Given the product [Br-:13].[NH3+:17][CH2:16][CH2:15][CH2:14][N+:1]1[C:11]2[C:6](=[CH:7][CH:8]=[CH:9][CH:10]=2)[C:4]([CH3:5])=[CH:3][CH:2]=1.[Br-:12], predict the reactants needed to synthesize it. The reactants are: [N:1]1[C:11]2[C:6](=[CH:7][CH:8]=[CH:9][CH:10]=2)[C:4]([CH3:5])=[CH:3][CH:2]=1.[BrH:12].[Br:13][CH2:14][CH2:15][CH2:16][NH2:17]. (4) Given the product [C:1]([O:5][C:6]([NH:8][C:9]1[CH:14]=[CH:13][CH:12]=[CH:11][C:10]=1[NH:15][C:16](=[O:32])[C:17]1[CH:22]=[CH:21][C:20]([C:36]2[CH:37]=[CH:38][N:39]=[C:34]([Cl:33])[N:35]=2)=[CH:19][CH:18]=1)=[O:7])([CH3:3])([CH3:2])[CH3:4], predict the reactants needed to synthesize it. The reactants are: [C:1]([O:5][C:6]([NH:8][C:9]1[CH:14]=[CH:13][CH:12]=[CH:11][C:10]=1[NH:15][C:16](=[O:32])[C:17]1[CH:22]=[CH:21][C:20](B2OC(C)(C)C(C)(C)O2)=[CH:19][CH:18]=1)=[O:7])([CH3:4])([CH3:3])[CH3:2].[Cl:33][C:34]1[N:39]=[C:38](Cl)[CH:37]=[CH:36][N:35]=1. (5) Given the product [NH2:25][C@@H:26]([CH2:26][C:27]([O:14][CH2:12][CH2:11][CH2:10][CH2:9][O:36][N+:35]([O-:37])=[O:34])=[O:28])[C:27]([O:29][CH2:30][CH2:31][CH2:32][CH2:33][O:34][N+:35]([O-:37])=[O:36])=[O:28], predict the reactants needed to synthesize it. The reactants are: C(N[C@H:9](C(O)=O)[CH2:10][CH2:11][C:12]([OH:14])=O)(OC(C)(C)C)=O.C(OC([NH:25][CH2:26][C:27]([O:29][CH2:30][CH2:31][CH2:32][CH2:33][O:34][N+:35]([O-:37])=[O:36])=[O:28])=O)(C)(C)C. (6) Given the product [NH:10]1[C:14]2=[N:15][CH:16]=[CH:17][CH:18]=[C:13]2[C:12]([C:19]2[CH:28]=[C:27]3[C:22]([CH2:23][CH2:24][CH2:25][CH:26]3[NH:29][C:30]([C:32]3[C:33](=[O:47])[N:34]([CH2:38][C:39]4[CH:44]=[CH:43][C:42]([F:45])=[C:41]([F:46])[CH:40]=4)[CH:35]=[CH:36][CH:37]=3)=[O:31])=[CH:21][CH:20]=2)=[CH:11]1, predict the reactants needed to synthesize it. The reactants are: C1(S([N:10]2[C:14]3=[N:15][CH:16]=[CH:17][CH:18]=[C:13]3[C:12]([C:19]3[CH:28]=[C:27]4[C:22]([CH2:23][CH2:24][CH2:25][CH:26]4[NH:29][C:30]([C:32]4[C:33](=[O:47])[N:34]([CH2:38][C:39]5[CH:44]=[CH:43][C:42]([F:45])=[C:41]([F:46])[CH:40]=5)[CH:35]=[CH:36][CH:37]=4)=[O:31])=[CH:21][CH:20]=3)=[CH:11]2)(=O)=O)C=CC=CC=1.C(Cl)Cl.